Task: Predict the product of the given reaction.. Dataset: Forward reaction prediction with 1.9M reactions from USPTO patents (1976-2016) Given the reactants C([O-])([O-])=O.[Na+].[Na+].[CH2:7]([O:9][C:10]([C:12]1[CH:17]=[CH:16][CH:15]=[C:14](Br)[N:13]=1)=[O:11])[CH3:8].[OH:19][C:20]([CH3:53])([CH3:52])[CH2:21][C@@:22]1([C:46]2[CH:51]=[CH:50][CH:49]=[CH:48][CH:47]=2)[O:27][C:26](=[O:28])[N:25]([C@H:29]([C:31]2[CH:36]=[CH:35][C:34](B3OC(C)(C)C(C)(C)O3)=[CH:33][CH:32]=2)[CH3:30])[CH2:24][CH2:23]1, predict the reaction product. The product is: [CH2:7]([O:9][C:10]([C:12]1[CH:17]=[CH:16][CH:15]=[C:14]([C:34]2[CH:33]=[CH:32][C:31]([C@@H:29]([N:25]3[CH2:24][CH2:23][C@:22]([CH2:21][C:20]([OH:19])([CH3:52])[CH3:53])([C:46]4[CH:51]=[CH:50][CH:49]=[CH:48][CH:47]=4)[O:27][C:26]3=[O:28])[CH3:30])=[CH:36][CH:35]=2)[N:13]=1)=[O:11])[CH3:8].